Dataset: Reaction yield outcomes from USPTO patents with 853,638 reactions. Task: Predict the reaction yield, written as a fraction of the theoretical maximum amount of product (1.0 means a 100% yield; for example, 0.34 means a 34% yield). The reactants are [N:1]1([CH2:6][CH2:7][C:8]2[CH:16]=[CH:15][C:11]([C:12]([OH:14])=O)=[CH:10][N:9]=2)[CH2:5][CH2:4][CH2:3][CH2:2]1.[NH2:17][CH2:18][CH2:19][CH:20]([C:28]1[CH:36]=[CH:35][C:31]([C:32]([NH2:34])=[O:33])=[CH:30][CH:29]=1)[C:21]1[CH:26]=[CH:25][C:24]([F:27])=[CH:23][CH:22]=1. No catalyst specified. The product is [C:32]([C:31]1[CH:30]=[CH:29][C:28]([CH:20]([C:21]2[CH:22]=[CH:23][C:24]([F:27])=[CH:25][CH:26]=2)[CH2:19][CH2:18][NH:17][C:12](=[O:14])[C:11]2[CH:15]=[CH:16][C:8]([CH2:7][CH2:6][N:1]3[CH2:2][CH2:3][CH2:4][CH2:5]3)=[N:9][CH:10]=2)=[CH:36][CH:35]=1)(=[O:33])[NH2:34]. The yield is 0.820.